From a dataset of Reaction yield outcomes from USPTO patents with 853,638 reactions. Predict the reaction yield, written as a fraction of the theoretical maximum amount of product (1.0 means a 100% yield; for example, 0.34 means a 34% yield). (1) The reactants are [O-2].[Ba+2].[N+:3]([O-:6])([O-:5])=[O:4].[Ba+2].[N+:8]([O-])([O-])=O.[Br:12][C:13]1[CH:14]=[N:15][CH:16]=[CH:17][C:18]=1[CH3:19]. The catalyst is O. The product is [N+:3]([O-:6])([O-:5])=[O:4].[NH2:8][N+:15]1[CH:16]=[CH:17][C:18]([CH3:19])=[C:13]([Br:12])[CH:14]=1. The yield is 0.457. (2) The yield is 0.925. The catalyst is O1CCCC1.CO.O. The product is [O:1]([CH:8]([C:10]1[CH:19]=[CH:18][C:13]([C:14]([OH:16])=[O:15])=[CH:12][N:11]=1)[CH3:9])[C:2]1[CH:7]=[CH:6][CH:5]=[CH:4][CH:3]=1. The reactants are [O:1]([CH:8]([C:10]1[CH:19]=[CH:18][C:13]([C:14]([O:16]C)=[O:15])=[CH:12][N:11]=1)[CH3:9])[C:2]1[CH:7]=[CH:6][CH:5]=[CH:4][CH:3]=1.[OH-].[Li+]. (3) The yield is 0.880. The product is [CH3:20][O:19][C:17]1[CH:18]=[C:13]([NH:12][C:10]([NH2:9])=[S:11])[CH:14]=[C:15]([C:21]2[CH:26]=[CH:25][CH:24]=[CH:23][CH:22]=2)[CH:16]=1. The catalyst is CO. The reactants are C([NH:9][C:10]([NH:12][C:13]1[CH:14]=[C:15]([C:21]2[CH:26]=[CH:25][CH:24]=[CH:23][CH:22]=2)[CH:16]=[C:17]([O:19][CH3:20])[CH:18]=1)=[S:11])(=O)C1C=CC=CC=1.C[O-].[Na+]. (4) The reactants are O=[C:2]1[C:11]2[C:6](=[CH:7][CH:8]=[CH:9][CH:10]=2)[N:5]=[C:4]([C:12]([O:14][CH2:15][CH3:16])=[O:13])[NH:3]1.S(Cl)([Cl:19])=O. The catalyst is CN(C)C=O.C(Cl)(Cl)Cl. The product is [Cl:19][C:2]1[C:11]2[C:6](=[CH:7][CH:8]=[CH:9][CH:10]=2)[N:5]=[C:4]([C:12]([O:14][CH2:15][CH3:16])=[O:13])[N:3]=1. The yield is 0.920. (5) The reactants are Br[C:2]1[CH:7]=[CH:6][C:5]([S:8]([N:11]([C:13]2[CH:18]=[CH:17][CH:16]=[C:15]([O:19][CH3:20])[CH:14]=2)[CH3:12])(=[O:10])=[O:9])=[CH:4][CH:3]=1.Br[C:22]1[CH:29]=[CH:28][C:25]([CH:26]=[O:27])=[CH:24][CH:23]=1.OCC1SC(B(O)O)=CC=1. No catalyst specified. The product is [CH:26]([C:25]1[CH:28]=[CH:29][C:22]([C:2]2[CH:7]=[CH:6][C:5]([S:8]([N:11]([C:13]3[CH:18]=[CH:17][CH:16]=[C:15]([O:19][CH3:20])[CH:14]=3)[CH3:12])(=[O:10])=[O:9])=[CH:4][CH:3]=2)=[CH:23][CH:24]=1)=[O:27]. The yield is 0.730. (6) The reactants are CN(C(ON1N=NC2C=CC=NC1=2)=[N+](C)C)C.F[P-](F)(F)(F)(F)F.[NH2:25][C:26]1[C:35]([NH2:36])=[CH:34][CH:33]=[CH:32][C:27]=1[C:28]([O:30][CH3:31])=[O:29].[C:37]([N:44]1[CH2:51][CH2:50][CH2:49][C@H:45]1[C:46](O)=O)([O:39][C:40]([CH3:43])([CH3:42])[CH3:41])=[O:38].CCN(C(C)C)C(C)C. The product is [C:40]([O:39][C:37]([N:44]1[CH2:51][CH2:50][CH2:49][C@H:45]1[C:46]1[NH:25][C:26]2[C:27]([C:28]([O:30][CH3:31])=[O:29])=[CH:32][CH:33]=[CH:34][C:35]=2[N:36]=1)=[O:38])([CH3:43])([CH3:41])[CH3:42]. The yield is 0.830. The catalyst is CN(C)C=O.C(O)(=O)C.